Dataset: Catalyst prediction with 721,799 reactions and 888 catalyst types from USPTO. Task: Predict which catalyst facilitates the given reaction. (1) The catalyst class is: 60. Product: [C:8]([N:28]1[CH2:27][CH2:26][N:25]([C:24]2[N:16]([CH2:12][CH:13]([CH3:15])[CH3:14])[C:17]3[C:22]([N:23]=2)=[C:21]([N:31]2[CH2:32][CH2:33][O:34][CH2:35][CH2:36]2)[N:20]=[C:19]([C:37]2[CH:38]=[N:39][C:40]([NH2:43])=[N:41][CH:42]=2)[N:18]=3)[CH2:30][CH2:29]1)(=[O:10])[CH3:9]. Reactant: C(N(CC)CC)C.[C:8](Cl)(=[O:10])[CH3:9].[CH2:12]([N:16]1[C:24]([N:25]2[CH2:30][CH2:29][NH:28][CH2:27][CH2:26]2)=[N:23][C:22]2[C:17]1=[N:18][C:19]([C:37]1[CH:38]=[N:39][C:40]([NH2:43])=[N:41][CH:42]=1)=[N:20][C:21]=2[N:31]1[CH2:36][CH2:35][O:34][CH2:33][CH2:32]1)[CH:13]([CH3:15])[CH3:14]. (2) Reactant: [CH:1]([O:4][C:5]([N:7]1[CH:12]([CH2:13][CH3:14])[CH2:11][CH:10]([N:15]([CH2:23][C:24]2[CH:29]=[C:28]([C:30]([F:33])([F:32])[F:31])[CH:27]=[C:26]([Cl:34])[CH:25]=2)[C:16]2[N:21]=[CH:20][C:19]([OH:22])=[CH:18][N:17]=2)[CH2:9][CH:8]1[CH2:35][C:36]1[CH:41]=[CH:40][CH:39]=[CH:38][CH:37]=1)=[O:6])([CH3:3])[CH3:2].[CH3:42][S:43][CH2:44][CH2:45]O.C1(P(C2C=CC=CC=2)C2C=CC=CC=2)C=CC=CC=1.CCOC(/N=N/C(OCC)=O)=O. Product: [CH:1]([O:4][C:5]([N:7]1[CH:12]([CH2:13][CH3:14])[CH2:11][CH:10]([N:15]([CH2:23][C:24]2[CH:29]=[C:28]([C:30]([F:33])([F:31])[F:32])[CH:27]=[C:26]([Cl:34])[CH:25]=2)[C:16]2[N:21]=[CH:20][C:19]([O:22][CH2:45][CH2:44][S:43][CH3:42])=[CH:18][N:17]=2)[CH2:9][CH:8]1[CH2:35][C:36]1[CH:37]=[CH:38][CH:39]=[CH:40][CH:41]=1)=[O:6])([CH3:2])[CH3:3]. The catalyst class is: 1. (3) Reactant: FC(F)(F)S(O[C:7]1[CH2:12][CH2:11][CH:10]([O:13][Si:14](C(C)(C)C)(C)C)[CH2:9][CH:8]=1)(=O)=O.[B:23]1([B:23]2[O:27][C:26]([CH3:29])([CH3:28])[C:25]([CH3:31])([CH3:30])[O:24]2)[O:27][C:26]([CH3:29])([CH3:28])[C:25]([CH3:31])([CH3:30])[O:24]1.C([O-])(=O)C.[K+]. Product: [CH3:30][C:25]1([CH3:31])[C:26]([CH3:29])([CH3:28])[O:27][B:23]([C:7]2[CH2:12][CH2:11][CH:10]([O:13][SiH3:14])[CH2:9][CH:8]=2)[O:24]1. The catalyst class is: 12.